This data is from Full USPTO retrosynthesis dataset with 1.9M reactions from patents (1976-2016). The task is: Predict the reactants needed to synthesize the given product. (1) Given the product [C:1]([O:5][C:6](=[O:15])[NH:7][CH:8]([CH3:14])[C:9](=[O:13])[CH2:10][O:11][CH3:12])([CH3:4])([CH3:2])[CH3:3], predict the reactants needed to synthesize it. The reactants are: [C:1]([O:5][C:6](=[O:15])[NH:7][CH:8]([CH3:14])[CH:9]([OH:13])[CH2:10][O:11][CH3:12])([CH3:4])([CH3:3])[CH3:2].C(N(CC)CC)C.C(=O)([O-])O.[Na+]. (2) Given the product [OH:15][CH:13]([CH3:14])[CH2:12][NH:11][C:5](=[O:7])[C:4]1[CH:8]=[CH:9][CH:10]=[C:2]([I:1])[CH:3]=1, predict the reactants needed to synthesize it. The reactants are: [I:1][C:2]1[CH:3]=[C:4]([CH:8]=[CH:9][CH:10]=1)[C:5]([OH:7])=O.[NH2:11][CH2:12][CH:13]([OH:15])[CH3:14].Cl.C(N=C=NCCCN(C)C)C.ON1C2C=CC=CC=2N=N1. (3) Given the product [CH2:15]([O:17][C:18]([C:20]1([CH2:36][O:14][C:11]2[CH:10]=[N:9][C:8]([C:5]3[CH:4]=[CH:3][C:2]([Cl:1])=[CH:7][CH:6]=3)=[CH:13][N:12]=2)[CH2:24][CH2:23][N:22]([C:25](=[O:35])[C:26]2[CH:31]=[CH:30][CH:29]=[CH:28][C:27]=2[O:32][CH2:33][CH3:34])[CH2:21]1)=[O:19])[CH3:16], predict the reactants needed to synthesize it. The reactants are: [Cl:1][C:2]1[CH:7]=[CH:6][C:5]([C:8]2[N:9]=[CH:10][C:11]([OH:14])=[N:12][CH:13]=2)=[CH:4][CH:3]=1.[CH2:15]([O:17][C:18]([C:20]1([CH2:36]I)[CH2:24][CH2:23][N:22]([C:25](=[O:35])[C:26]2[CH:31]=[CH:30][CH:29]=[CH:28][C:27]=2[O:32][CH2:33][CH3:34])[CH2:21]1)=[O:19])[CH3:16]. (4) Given the product [F:10][C:11]([F:22])([F:21])[C:12]([N:1]1[C:9]2[C:4](=[CH:5][CH:6]=[CH:7][CH:8]=2)[CH2:3][CH2:2]1)=[O:13], predict the reactants needed to synthesize it. The reactants are: [NH:1]1[C:9]2[C:4](=[CH:5][CH:6]=[CH:7][CH:8]=2)[CH2:3][CH2:2]1.[F:10][C:11]([F:22])([F:21])[C:12](O[C:12](=[O:13])[C:11]([F:22])([F:21])[F:10])=[O:13].